From a dataset of Forward reaction prediction with 1.9M reactions from USPTO patents (1976-2016). Predict the product of the given reaction. (1) Given the reactants C(OC(=O)[NH:7][C:8]1[CH:9]=[C:10]2[C:14](=[CH:15][CH:16]=1)[NH:13][C:12](=[O:17])/[C:11]/2=[N:18]\[NH:19][C:20](=[O:30])[CH:21]([C:23]1[CH:28]=[CH:27][C:26]([F:29])=[CH:25][CH:24]=1)[CH3:22])(C)(C)C.[C:32]([OH:38])([C:34]([F:37])([F:36])[F:35])=[O:33].ClCCl, predict the reaction product. The product is: [F:35][C:34]([F:37])([F:36])[C:32]([OH:38])=[O:33].[NH2:7][C:8]1[CH:9]=[C:10]2[C:14](=[CH:15][CH:16]=1)[NH:13][C:12](=[O:17])/[C:11]/2=[N:18]\[NH:19][C:20](=[O:30])[CH:21]([C:23]1[CH:24]=[CH:25][C:26]([F:29])=[CH:27][CH:28]=1)[CH3:22]. (2) Given the reactants [CH2:1]([O:8][CH2:9][CH2:10][CH2:11][C@@H:12]1[CH2:17][CH2:16][CH2:15][N:14]([C:18]2[CH:19]=[N:20][CH:21]=[C:22]([O:24][CH2:25][C@@H:26]3[CH2:30][CH2:29][CH2:28][NH:27]3)[CH:23]=2)[CH2:13]1)[C:2]1[CH:7]=[CH:6][CH:5]=[CH:4][CH:3]=1.[ClH:31], predict the reaction product. The product is: [ClH:31].[CH2:1]([O:8][CH2:9][CH2:10][CH2:11][C@@H:12]1[CH2:17][CH2:16][CH2:15][N:14]([C:18]2[CH:19]=[N:20][CH:21]=[C:22]([O:24][CH2:25][C@@H:26]3[CH2:30][CH2:29][CH2:28][NH:27]3)[CH:23]=2)[CH2:13]1)[C:2]1[CH:3]=[CH:4][CH:5]=[CH:6][CH:7]=1. (3) Given the reactants [NH:1]1[C:9]2[C:4](=[CH:5][CH:6]=[CH:7][CH:8]=2)[CH:3]=[C:2]1[C:10]([O:12][CH2:13][CH3:14])=[O:11].O=P(Cl)(Cl)Cl.CN([CH:23]=[O:24])C, predict the reaction product. The product is: [CH2:13]([O:12][C:10]([C:2]1[NH:1][C:9]2[C:4]([C:3]=1[CH:23]=[O:24])=[CH:5][CH:6]=[CH:7][CH:8]=2)=[O:11])[CH3:14]. (4) Given the reactants [Br:1][C:2]1[CH:10]=[C:9]2[C:5]([CH:6]=[CH:7][NH:8]2)=[CH:4][CH:3]=1.[H-].[Na+].[CH3:13][O:14][C:15]1[CH:20]=[CH:19][C:18]([S:21](Cl)(=[O:23])=[O:22])=[CH:17][C:16]=1[N:25]1[CH2:30][CH2:29][N:28]([C:31](=[O:36])[C:32]([Cl:35])([Cl:34])[Cl:33])[CH2:27][CH2:26]1, predict the reaction product. The product is: [Cl:35][C:32]([Cl:33])([Cl:34])[C:31]([N:28]1[CH2:29][CH2:30][N:25]([C:16]2[CH:17]=[C:18]([S:21]([N:8]3[C:9]4[C:5](=[CH:4][CH:3]=[C:2]([Br:1])[CH:10]=4)[CH:6]=[CH:7]3)(=[O:22])=[O:23])[CH:19]=[CH:20][C:15]=2[O:14][CH3:13])[CH2:26][CH2:27]1)=[O:36].